Dataset: hERG Central: cardiac toxicity at 1µM, 10µM, and general inhibition. Task: Predict hERG channel inhibition at various concentrations. The drug is COc1cccc(CN2CCCC(C(=O)c3ccccc3SC)C2)c1O. Results: hERG_inhib (hERG inhibition (general)): blocker.